Dataset: Reaction yield outcomes from USPTO patents with 853,638 reactions. Task: Predict the reaction yield, written as a fraction of the theoretical maximum amount of product (1.0 means a 100% yield; for example, 0.34 means a 34% yield). (1) The reactants are C1C(=O)N([Br:8])C(=O)C1.[CH3:9][O:10][C:11]([C:13]1[S:14][C:15]([CH3:18])=[CH:16][CH:17]=1)=[O:12]. The catalyst is C(Cl)(Cl)Cl.C(OOC(=O)C1C=CC=CC=1)(=O)C1C=CC=CC=1. The product is [Br:8][CH2:18][C:15]1[S:14][C:13]([C:11]([O:10][CH3:9])=[O:12])=[CH:17][CH:16]=1. The yield is 1.00. (2) The reactants are Cl[C:2]1[N:7]2[N:8]=[C:9](C)[CH:10]=[C:6]2[N:5]=[C:4]([NH:12][C:13](=[O:24])[C:14]2[CH:19]=[CH:18][C:17]([C:20]([OH:23])([CH3:22])[CH3:21])=[CH:16][CH:15]=2)[CH:3]=1.[CH3:25][O-:26].[Na+]. The catalyst is CN(C=O)C.CS(C)=O.CO. The product is [OH:23][C:20]([C:17]1[CH:16]=[CH:15][C:14]([C:13]([NH:12][C:4]2[CH:3]=[C:2]([O:26][CH3:25])[N:7]3[N:8]=[CH:9][CH:10]=[C:6]3[N:5]=2)=[O:24])=[CH:19][CH:18]=1)([CH3:21])[CH3:22]. The yield is 0.0600. (3) The catalyst is COCCOC.O.CCOC(C)=O. The product is [F:13][C:14]([F:21])([F:20])[C:15](=[O:16])[CH2:11][C:10]([C:4]1[CH:5]=[CH:6][C:7]([O:8][CH3:9])=[C:2]([Cl:1])[CH:3]=1)=[O:12]. The yield is 1.00. The reactants are [Cl:1][C:2]1[CH:3]=[C:4]([C:10](=[O:12])[CH3:11])[CH:5]=[CH:6][C:7]=1[O:8][CH3:9].[F:13][C:14]([F:21])([F:20])[C:15](OCC)=[O:16].C[O-].[Na+].Cl. (4) The reactants are C([O:3][C:4](=[O:13])[CH2:5][O:6][C:7]1[CH:8]=[N:9][CH:10]=[CH:11][CH:12]=1)C.[OH-].[Li+].Cl. The product is [N:9]1[CH:10]=[CH:11][CH:12]=[C:7]([O:6][CH2:5][C:4]([OH:13])=[O:3])[CH:8]=1. The yield is 1.00. The catalyst is O1CCOCC1.O. (5) The reactants are C(NC(C)C)(C)C.[Li]CCCC.CN(P(N(C)C)(N(C)C)=O)C.[Br:24][C:25]1[C:26]([C:30]([OH:32])=[O:31])=[CH:27][S:28][CH:29]=1.CON(C)[C:36]([C:38]1[CH:43]=[CH:42][N:41]=[CH:40][CH:39]=1)=[O:37]. The catalyst is C1COCC1. The product is [Br:24][C:25]1[C:26]([C:30]([OH:32])=[O:31])=[C:27]([C:36](=[O:37])[C:38]2[CH:43]=[CH:42][N:41]=[CH:40][CH:39]=2)[S:28][CH:29]=1. The yield is 0.107.